Dataset: Catalyst prediction with 721,799 reactions and 888 catalyst types from USPTO. Task: Predict which catalyst facilitates the given reaction. (1) Product: [CH3:14][C:12]1[O:13][C:9]2[C:10](=[C:5]([C:3]([OH:4])=[O:2])[CH:6]=[CH:7][CH:8]=2)[C:11]=1[CH3:15]. The catalyst class is: 24. Reactant: C[O:2][C:3]([C:5]1[CH:6]=[CH:7][CH:8]=[C:9]2[O:13][C:12]([CH3:14])=[C:11]([CH3:15])[C:10]=12)=[O:4].[OH-].[Na+]. (2) Reactant: [NH2:1][C:2]1[CH:10]=[CH:9][CH:8]=[C:7]2[C:3]=1[CH2:4][C:5](=[O:11])[NH:6]2.Br[CH2:13][C:14]([O:16][CH2:17][C:18]1[CH:23]=[CH:22][CH:21]=[CH:20][CH:19]=1)=[O:15].C(=O)([O-])[O-].[Cs+].[Cs+].[I-].[K+]. Product: [O:11]=[C:5]1[CH2:4][C:3]2[C:7](=[CH:8][CH:9]=[CH:10][C:2]=2[NH:1][CH2:13][C:14]([O:16][CH2:17][C:18]2[CH:23]=[CH:22][CH:21]=[CH:20][CH:19]=2)=[O:15])[NH:6]1. The catalyst class is: 3. (3) Product: [CH:76]1([N:75]([CH2:74][CH:73]([O:83][CH3:84])[O:72][CH3:71])[C:33](=[O:34])[CH2:32][CH2:31][O:30][CH2:29][CH2:28][C:27]2[CH:36]=[CH:37][CH:38]=[C:39]([CH2:40][N:41]3[CH2:42][CH2:43][C:44]4([O:49][CH2:48][CH2:47][N:46]([C:50]([C:52]5[N:53]=[C:54]([CH:57]([CH3:59])[CH3:58])[S:55][CH:56]=5)=[O:51])[CH2:45]4)[CH2:60][CH2:61]3)[C:26]=2[F:25])[CH2:82][CH2:81][CH2:80][CH2:79][CH2:78][CH2:77]1. Reactant: CN(C(ON1N=NC2C=CC=NC1=2)=[N+](C)C)C.F[P-](F)(F)(F)(F)F.[F:25][C:26]1[C:39]([CH2:40][N:41]2[CH2:61][CH2:60][C:44]3([O:49][CH2:48][CH2:47][N:46]([C:50]([C:52]4[N:53]=[C:54]([CH:57]([CH3:59])[CH3:58])[S:55][CH:56]=4)=[O:51])[CH2:45]3)[CH2:43][CH2:42]2)=[CH:38][CH:37]=[CH:36][C:27]=1[CH2:28][CH2:29][O:30][CH2:31][CH2:32][C:33](O)=[O:34].CCN(C(C)C)C(C)C.[CH3:71][O:72][CH:73]([O:83][CH3:84])[CH2:74][NH:75][CH:76]1[CH2:82][CH2:81][CH2:80][CH2:79][CH2:78][CH2:77]1. The catalyst class is: 3. (4) Reactant: [Cl:1][C:2]1[CH:3]=[CH:4][C:5]2[N:11]3[CH:12]=[CH:13][N:14]=[C:10]3[C@@H:9]([CH2:15][CH2:16][N:17]3[CH:21]=[C:20]([CH2:22][C:23]#N)[CH:19]=[N:18]3)[O:8][C@H:7]([C:25]3[CH:30]=[CH:29][CH:28]=[C:27]([O:31][CH3:32])[C:26]=3[O:33][CH3:34])[C:6]=2[CH:35]=1.[OH-:36].[Na+].C[OH:39].Cl. The catalyst class is: 32. Product: [Cl:1][C:2]1[CH:3]=[CH:4][C:5]2[N:11]3[CH:12]=[CH:13][N:14]=[C:10]3[C@@H:9]([CH2:15][CH2:16][N:17]3[CH:21]=[C:20]([CH2:22][C:23]([OH:39])=[O:36])[CH:19]=[N:18]3)[O:8][C@H:7]([C:25]3[CH:30]=[CH:29][CH:28]=[C:27]([O:31][CH3:32])[C:26]=3[O:33][CH3:34])[C:6]=2[CH:35]=1. (5) Reactant: C(OC([N:8]1[CH2:12][C@H:11]([O:13][CH3:14])[CH2:10][C@@H:9]1[C:15](=[O:27])[NH:16][C:17]1[CH:22]=[CH:21][C:20]([C:23]([O:25][CH3:26])=[O:24])=[CH:19][CH:18]=1)=O)(C)(C)C.C(O)(C(F)(F)F)=O. Product: [CH3:26][O:25][C:23](=[O:24])[C:20]1[CH:19]=[CH:18][C:17]([NH:16][C:15]([C@H:9]2[CH2:10][C@@H:11]([O:13][CH3:14])[CH2:12][NH:8]2)=[O:27])=[CH:22][CH:21]=1. The catalyst class is: 2. (6) Reactant: [CH:1]([O:4][C:5]([N:7]1[CH2:12][CH2:11][CH:10]([O:13][C:14]2[CH:19]=[C:18]([O:20][C:21]3[C:22]([CH3:36])=[N:23][C:24]([NH:27][CH2:28][CH:29]4[CH2:33][O:32]C(C)(C)[O:30]4)=[CH:25][CH:26]=3)[N:17]=[CH:16][N:15]=2)[CH2:9][CH2:8]1)=[O:6])([CH3:3])[CH3:2].Cl. Product: [CH:1]([O:4][C:5]([N:7]1[CH2:8][CH2:9][CH:10]([O:13][C:14]2[CH:19]=[C:18]([O:20][C:21]3[C:22]([CH3:36])=[N:23][C:24]([NH:27][CH2:28][CH:29]([OH:30])[CH2:33][OH:32])=[CH:25][CH:26]=3)[N:17]=[CH:16][N:15]=2)[CH2:11][CH2:12]1)=[O:6])([CH3:3])[CH3:2]. The catalyst class is: 76.